The task is: Regression. Given a peptide amino acid sequence and an MHC pseudo amino acid sequence, predict their binding affinity value. This is MHC class II binding data.. This data is from Peptide-MHC class II binding affinity with 134,281 pairs from IEDB. (1) The peptide sequence is TRRFLPQILAECARR. The MHC is DRB1_0901 with pseudo-sequence DRB1_0901. The binding affinity (normalized) is 0.523. (2) The MHC is DRB4_0101 with pseudo-sequence DRB4_0103. The peptide sequence is AMRVTKDTNDNNLYK. The binding affinity (normalized) is 0. (3) The peptide sequence is HFNMLKNKMQSSFFM. The MHC is DRB1_0701 with pseudo-sequence DRB1_0701. The binding affinity (normalized) is 0.253. (4) The peptide sequence is SQDLELSWNLNGLQAS. The MHC is HLA-DQA10101-DQB10501 with pseudo-sequence HLA-DQA10101-DQB10501. The binding affinity (normalized) is 0.785. (5) The peptide sequence is ATQARAAAAAFEQAH. The MHC is DRB1_0301 with pseudo-sequence DRB1_0301. The binding affinity (normalized) is 0. (6) The peptide sequence is ALGAQKEAISPPDAA. The MHC is DRB1_0405 with pseudo-sequence DRB1_0405. The binding affinity (normalized) is 0.124. (7) The peptide sequence is VWLAYKVAAAGVSYHDRR. The MHC is DRB4_0101 with pseudo-sequence DRB4_0103. The binding affinity (normalized) is 0.141. (8) The peptide sequence is RNEVVNDVSTYASGK. The MHC is HLA-DPA10103-DPB10301 with pseudo-sequence HLA-DPA10103-DPB10301. The binding affinity (normalized) is 0.144.